Dataset: Forward reaction prediction with 1.9M reactions from USPTO patents (1976-2016). Task: Predict the product of the given reaction. (1) Given the reactants [F:1][C:2]1[CH:8]=[CH:7][CH:6]=[C:5]([F:9])[C:3]=1[NH2:4].[CH:10](OCC)(OCC)OCC.[CH3:20][C:21]1[CH:27]=[C:26]([CH3:28])[CH:25]=[C:24]([CH3:29])[C:22]=1[NH2:23], predict the reaction product. The product is: [F:1][C:2]1[CH:8]=[CH:7][CH:6]=[C:5]([F:9])[C:3]=1[NH:4][CH:10]=[N:23][C:22]1[C:24]([CH3:29])=[CH:25][C:26]([CH3:28])=[CH:27][C:21]=1[CH3:20]. (2) Given the reactants [NH2:1][CH2:2][CH2:3][N:4]1[C:12](=[O:13])[C:11]2[N:10]([CH2:14][C:15]3[CH:20]=[CH:19][C:18]([Cl:21])=[CH:17][CH:16]=3)[C:9]([O:22][C:23]3[CH:28]=[CH:27][CH:26]=[C:25]([O:29][C:30]([F:33])([F:32])[F:31])[CH:24]=3)=[N:8][C:7]=2[N:6]([CH3:34])[C:5]1=[O:35].[CH3:36][CH:37]([S:39](Cl)(=[O:41])=[O:40])[CH3:38], predict the reaction product. The product is: [Cl:21][C:18]1[CH:17]=[CH:16][C:15]([CH2:14][N:10]2[C:11]3[C:12](=[O:13])[N:4]([CH2:3][CH2:2][NH:1][S:39]([CH:37]([CH3:38])[CH3:36])(=[O:41])=[O:40])[C:5](=[O:35])[N:6]([CH3:34])[C:7]=3[N:8]=[C:9]2[O:22][C:23]2[CH:28]=[CH:27][CH:26]=[C:25]([O:29][C:30]([F:33])([F:31])[F:32])[CH:24]=2)=[CH:20][CH:19]=1.